This data is from Catalyst prediction with 721,799 reactions and 888 catalyst types from USPTO. The task is: Predict which catalyst facilitates the given reaction. (1) Reactant: [NH2:1][C:2]1[S:3][C:4]([CH:11]2[CH2:13][CH2:12]2)=[CH:5][C:6]=1[C:7]([O:9]C)=O.Cl[C:15](Cl)([O:17]C(=O)OC(Cl)(Cl)Cl)Cl.C(N(CC)CC)C.[CH3:33][O:34][C:35]1[CH:40]=[C:39]([O:41][CH3:42])[CH:38]=[CH:37][C:36]=1[CH2:43][NH2:44]. Product: [CH:11]1([C:4]2[S:3][C:2]3[NH:1][C:15](=[O:17])[N:44]([CH2:43][C:36]4[CH:37]=[CH:38][C:39]([O:41][CH3:42])=[CH:40][C:35]=4[O:34][CH3:33])[C:7](=[O:9])[C:6]=3[CH:5]=2)[CH2:13][CH2:12]1. The catalyst class is: 2. (2) Reactant: [Br:1][C:2]1[CH:3]=[C:4]2[C:9](=[CH:10][CH:11]=1)[O:8][C:7]([CH2:13][CH2:14][CH2:15][O:16][Si](C(C)(C)C)(C)C)([CH3:12])[C:6](=[N+:24]=[N-:25])[C:5]2=[O:26].C1COCC1.C(O)(=O)C. Product: [Br:1][C:2]1[CH:3]=[C:4]2[C:9](=[CH:10][CH:11]=1)[O:8][C:7]([CH2:13][CH2:14][CH2:15][OH:16])([CH3:12])[C:6](=[N+:24]=[N-:25])[C:5]2=[O:26]. The catalyst class is: 6. (3) Reactant: Cl.[Cl:2][C:3]1[C:4]([NH:16][CH2:17][C@H:18]2[CH2:22][CH2:21][CH2:20][NH:19]2)=[N:5][C:6]([NH:9][C:10]2[CH:11]=[N:12][N:13]([CH3:15])[CH:14]=2)=[N:7][CH:8]=1.C(N(CC)CC)C.[CH2:30]([N:32]=[C:33]=[O:34])[CH3:31]. Product: [Cl:2][C:3]1[C:4]([NH:16][CH2:17][C@H:18]2[CH2:22][CH2:21][CH2:20][N:19]2[C:33]([NH:32][CH2:30][CH3:31])=[O:34])=[N:5][C:6]([NH:9][C:10]2[CH:11]=[N:12][N:13]([CH3:15])[CH:14]=2)=[N:7][CH:8]=1. The catalyst class is: 4. (4) Reactant: [CH:1]([O:4][C:5](=[O:9])[CH2:6][C:7]#[N:8])([CH3:3])[CH3:2].[CH2:10]([N:12]=[C:13]=[S:14])[CH3:11]. Product: [CH:1]([O:4][C:5](=[O:9])[CH:6]([C:7]#[N:8])[C:13](=[S:14])[NH:12][CH2:10][CH3:11])([CH3:3])[CH3:2]. The catalyst class is: 66. (5) Reactant: C[O:2][C:3](=[O:17])[C@@H:4]1[CH2:8][C@H:7]([OH:9])[CH2:6][N:5]1[C:10]([O:12][C:13]([CH3:16])([CH3:15])[CH3:14])=[O:11].[OH-].[Na+].C(O)(=O)CC(CC(O)=O)(C(O)=O)O. Product: [C:10]([N:5]1[CH2:6][C@@H:7]([OH:9])[CH2:8][C@H:4]1[C:3]([OH:17])=[O:2])([O:12][C:13]([CH3:16])([CH3:15])[CH3:14])=[O:11]. The catalyst class is: 8. (6) Reactant: C([O:3][C:4](=[O:40])[CH2:5][CH2:6][C:7]1[CH:12]=[CH:11][C:10]([O:13][C:14]2[CH:19]=[C:18]([O:20][C:21]3[CH:26]=[CH:25][C:24]([C:27]([F:30])([F:29])[F:28])=[CH:23][C:22]=3[O:31][C:32]3[CH:37]=[CH:36][CH:35]=[CH:34][CH:33]=3)[CH:17]=[C:16]([CH3:38])[CH:15]=2)=[CH:9][C:8]=1[CH3:39])C.[OH-].[Na+].Cl. Product: [CH3:39][C:8]1[CH:9]=[C:10]([O:13][C:14]2[CH:19]=[C:18]([O:20][C:21]3[CH:26]=[CH:25][C:24]([C:27]([F:30])([F:29])[F:28])=[CH:23][C:22]=3[O:31][C:32]3[CH:37]=[CH:36][CH:35]=[CH:34][CH:33]=3)[CH:17]=[C:16]([CH3:38])[CH:15]=2)[CH:11]=[CH:12][C:7]=1[CH2:6][CH2:5][C:4]([OH:40])=[O:3]. The catalyst class is: 40.